Dataset: Peptide-MHC class I binding affinity with 185,985 pairs from IEDB/IMGT. Task: Regression. Given a peptide amino acid sequence and an MHC pseudo amino acid sequence, predict their binding affinity value. This is MHC class I binding data. The peptide sequence is RSFAERLDR. The MHC is HLA-A01:01 with pseudo-sequence HLA-A01:01. The binding affinity (normalized) is 0.0847.